This data is from Reaction yield outcomes from USPTO patents with 853,638 reactions. The task is: Predict the reaction yield, written as a fraction of the theoretical maximum amount of product (1.0 means a 100% yield; for example, 0.34 means a 34% yield). (1) The reactants are [CH:1]1([C:7]2[CH:12]=[CH:11][C:10]([CH:13]3[CH2:15][CH:14]3[C:16]([NH:18][NH2:19])=[O:17])=[CH:9][CH:8]=2)[CH2:6][CH2:5][CH2:4][CH2:3][CH2:2]1.[CH:20]1[C:29]2[CH:28]=[CH:27][CH:26]=[C:25]([CH:30]=O)[C:24]=2[CH:23]=[CH:22][N:21]=1.C(O)(=O)C. The catalyst is C(O)C. The product is [CH:1]1([C:7]2[CH:8]=[CH:9][C:10]([CH:13]3[CH2:15][CH:14]3[C:16]([NH:18]/[N:19]=[CH:30]/[C:25]3[CH:26]=[CH:27][CH:28]=[C:29]4[C:24]=3[CH:23]=[CH:22][N:21]=[CH:20]4)=[O:17])=[CH:11][CH:12]=2)[CH2:2][CH2:3][CH2:4][CH2:5][CH2:6]1. The yield is 0.330. (2) The reactants are Cl[C:2]1[N:7]=[C:6]([NH:8][C:9]2[CH:14]=[CH:13][CH:12]=[CH:11][C:10]=2[S:15]([CH:18]([CH3:20])[CH3:19])(=[O:17])=[O:16])[C:5]([Cl:21])=[CH:4][N:3]=1.[NH2:22][C:23]1[C:43]([O:44][CH3:45])=[CH:42][C:26]2[CH2:27][CH2:28][N:29]([CH2:32][C:33]([N:35]3[CH2:40][CH2:39][N:38]([CH3:41])[CH2:37][CH2:36]3)=[O:34])[CH2:30][CH2:31][C:25]=2[CH:24]=1. No catalyst specified. The product is [Cl:21][C:5]1[C:6]([NH:8][C:9]2[CH:14]=[CH:13][CH:12]=[CH:11][C:10]=2[S:15]([CH:18]([CH3:20])[CH3:19])(=[O:17])=[O:16])=[N:7][C:2]([NH:22][C:23]2[C:43]([O:44][CH3:45])=[CH:42][C:26]3[CH2:27][CH2:28][N:29]([CH2:32][C:33]([N:35]4[CH2:36][CH2:37][N:38]([CH3:41])[CH2:39][CH2:40]4)=[O:34])[CH2:30][CH2:31][C:25]=3[CH:24]=2)=[N:3][CH:4]=1. The yield is 0.180. (3) The reactants are [CH3:1][O:2][C:3](=[O:26])[CH2:4][C@@H:5]1[N:11]=[C:10]([C:12]2[CH:17]=[CH:16][C:15]([Cl:18])=[CH:14][CH:13]=2)[C:9]2[CH:19]=[C:20]([O:23][CH3:24])[CH:21]=[CH:22][C:8]=2[NH:7][C:6]1=S.O.[NH2:28][NH2:29].CCN(CC)CC.[C:37](Cl)([CH3:39])=[O:38]. The catalyst is C1COCC1. The product is [CH3:1][O:2][C:3](=[O:26])[CH2:4][C@@H:5]1[N:11]=[C:10]([C:12]2[CH:17]=[CH:16][C:15]([Cl:18])=[CH:14][CH:13]=2)[C:9]2[CH:19]=[C:20]([O:23][CH3:24])[CH:21]=[CH:22][C:8]=2[N:7]=[C:6]1[NH:28][NH:29][C:37](=[O:38])[CH3:39]. The yield is 1.00. (4) The catalyst is C(O)(=O)C. The product is [C:10]([C:12]1[C:13](=[O:14])[NH:15][C:7]([CH3:8])=[C:4]([CH3:5])[CH:3]=1)#[N:11]. The reactants are O.[Na].[CH3:3][CH:4]([C:7](=O)[CH3:8])[CH:5]=O.[C:10]([CH2:12][C:13]([NH2:15])=[O:14])#[N:11].C([O-])(=O)C.[NH2+]1CCCCC1. The yield is 0.659. (5) The reactants are O1CCCCC1[N:7]1[C:15]2[C:10](=[CH:11][C:12]([C:16]3[N:20]=[CH:19][N:18](C(C4C=CC=CC=4)(C4C=CC=CC=4)C4C=CC=CC=4)[N:17]=3)=[CH:13][CH:14]=2)[C:9](/[CH:40]=[CH:41]/[C:42]2C=C[C:45](OC)=[CH:44][CH:43]=2)=[N:8]1.O1[CH2:55][CH2:54][O:53][CH2:52]C1. The catalyst is Cl. The product is [NH:18]1[CH:19]=[N:20][C:16]([C:12]2[CH:11]=[C:10]3[C:15](=[CH:14][CH:13]=2)[NH:7][N:8]=[C:9]3/[CH:40]=[CH:41]/[C:42]2[CH:55]=[C:54]([O:53][CH3:52])[CH:45]=[CH:44][CH:43]=2)=[N:17]1. The yield is 0.174.